Task: Predict the product of the given reaction.. Dataset: Forward reaction prediction with 1.9M reactions from USPTO patents (1976-2016) (1) Given the reactants C([BH3-])#N.[Na+].[F:5][C:6]([F:18])([F:17])[O:7][C:8]1[CH:16]=[CH:15][CH:14]=[C:13]2[C:9]=1[CH:10]=[CH:11][NH:12]2.[OH-].[Na+], predict the reaction product. The product is: [F:18][C:6]([F:5])([F:17])[O:7][C:8]1[CH:16]=[CH:15][CH:14]=[C:13]2[C:9]=1[CH2:10][CH2:11][NH:12]2. (2) The product is: [F:31][C:5]1[C:6]2[C:11](=[CH:10][CH:9]=[C:8]([S:12]([NH:15][C:16]3[CH:21]=[CH:20][N:19]=[CH:18][N:17]=3)(=[O:14])=[O:13])[CH:7]=2)[C:2]([C:35]2[CH:36]=[CH:37][C:38]([C:40]([F:43])([F:42])[F:41])=[CH:39][C:34]=2[O:33][CH3:32])=[N:3][CH:4]=1. Given the reactants Cl[C:2]1[C:11]2[C:6](=[CH:7][C:8]([S:12]([N:15](CC3C=CC(OC)=CC=3)[C:16]3[CH:21]=[CH:20][N:19]=[CH:18][N:17]=3)(=[O:14])=[O:13])=[CH:9][CH:10]=2)[C:5]([F:31])=[CH:4][N:3]=1.[CH3:32][O:33][C:34]1[CH:39]=[C:38]([C:40]([F:43])([F:42])[F:41])[CH:37]=[CH:36][C:35]=1B(O)O, predict the reaction product. (3) Given the reactants [Cl:1][C:2]1[CH:9]=[CH:8][CH:7]=[C:6]([N:10]2[CH2:15][CH2:14][N:13]([CH2:16][CH3:17])[CH2:12][CH2:11]2)[C:3]=1[CH:4]=[O:5].[BH4-].[Na+].[Cl-].[NH4+], predict the reaction product. The product is: [Cl:1][C:2]1[CH:9]=[CH:8][CH:7]=[C:6]([N:10]2[CH2:11][CH2:12][N:13]([CH2:16][CH3:17])[CH2:14][CH2:15]2)[C:3]=1[CH2:4][OH:5]. (4) Given the reactants [CH2:1]([O:3][C:4]([CH:6]1[CH2:11][CH2:10][N:9]([C:12]2[CH:17]=[CH:16][C:15]([N+:18]([O-])=O)=[CH:14][CH:13]=2)[CH2:8][CH2:7]1)=[O:5])[CH3:2], predict the reaction product. The product is: [CH2:1]([O:3][C:4]([CH:6]1[CH2:7][CH2:8][N:9]([C:12]2[CH:17]=[CH:16][C:15]([NH2:18])=[CH:14][CH:13]=2)[CH2:10][CH2:11]1)=[O:5])[CH3:2]. (5) Given the reactants C[O:2][C:3](=[O:32])[C@H:4]([CH2:16][C:17]1[CH:22]=[CH:21][C:20]([C:23]2[C:24](=[O:31])[N:25]([CH3:30])[CH:26]=[C:27]([Cl:29])[CH:28]=2)=[CH:19][CH:18]=1)[NH:5][C:6]([C:8]1[C:13]([CH3:14])=[CH:12][CH:11]=[CH:10][C:9]=1[Cl:15])=[O:7].O.[OH-].[Li+].C(OCC)(=O)C, predict the reaction product. The product is: [Cl:15][C:9]1[CH:10]=[CH:11][CH:12]=[C:13]([CH3:14])[C:8]=1[C:6]([NH:5][C@H:4]([C:3]([OH:32])=[O:2])[CH2:16][C:17]1[CH:22]=[CH:21][C:20]([C:23]2[C:24](=[O:31])[N:25]([CH3:30])[CH:26]=[C:27]([Cl:29])[CH:28]=2)=[CH:19][CH:18]=1)=[O:7]. (6) Given the reactants Br[C:2]1[N:7]=[C:6]([C:8]2[CH:9]=[C:10]([OH:14])[CH:11]=[CH:12][CH:13]=2)[N:5]=[C:4]2[N:15]([C:18]3[CH:23]=[CH:22][CH:21]=[CH:20][CH:19]=3)[N:16]=[CH:17][C:3]=12.[CH3:24][C@H:25]1[O:30][C@@H:29]([CH3:31])[CH2:28][NH:27][CH2:26]1, predict the reaction product. The product is: [CH3:31][C@H:29]1[CH2:28][N:27]([C:2]2[N:7]=[C:6]([C:8]3[CH:9]=[C:10]([OH:14])[CH:11]=[CH:12][CH:13]=3)[N:5]=[C:4]3[N:15]([C:18]4[CH:23]=[CH:22][CH:21]=[CH:20][CH:19]=4)[N:16]=[CH:17][C:3]=23)[CH2:26][C@@H:25]([CH3:24])[O:30]1.